This data is from Forward reaction prediction with 1.9M reactions from USPTO patents (1976-2016). The task is: Predict the product of the given reaction. (1) Given the reactants ClC1C=C(Cl)C=CC=1CNC1C(C2C=CC(F)=CC=2F)=CN=C([N:20]2[CH2:25][CH2:24][N:23]([CH2:26][CH2:27][N:28]3[CH2:33][CH2:32][CH2:31][CH2:30][CH2:29]3)[CH2:22][CH2:21]2)N=1.ClC1N=C(NCC2C=CC(Cl)=CC=2Cl)C(C2C=CC(F)=CC=2F)=CN=1, predict the reaction product. The product is: [N:28]1([CH2:27][CH2:26][N:23]2[CH2:22][CH2:21][NH:20][CH2:25][CH2:24]2)[CH2:29][CH2:30][CH2:31][CH2:32][CH2:33]1. (2) Given the reactants [N:1]1([CH2:7][CH2:8][CH2:9][O:10][N:11]=[C:12]([Cl:22])[C:13]2[CH:18]=[CH:17][CH:16]=[C:15]([N+:19]([O-:21])=[O:20])[CH:14]=2)[CH2:6][CH2:5][CH2:4][CH2:3][CH2:2]1.ClC1C=CC=C(C(OO)=[O:31])C=1, predict the reaction product. The product is: [OH2:10].[OH2:31].[O-:31][N+:1]1([CH2:7][CH2:8][CH2:9][O:10][N:11]=[C:12]([Cl:22])[C:13]2[CH:18]=[CH:17][CH:16]=[C:15]([N+:19]([O-:21])=[O:20])[CH:14]=2)[CH2:6][CH2:5][CH2:4][CH2:3][CH2:2]1. (3) Given the reactants [NH2:1][C:2]([NH2:4])=[O:3].[CH3:5][C:6]1[N:11]=[C:10](N)[CH:9]=[CH:8][CH:7]=1, predict the reaction product. The product is: [CH3:5][C:6]1[N:11]=[C:10]([NH:1][C:2]([NH2:4])=[O:3])[CH:9]=[CH:8][CH:7]=1.